From a dataset of Catalyst prediction with 721,799 reactions and 888 catalyst types from USPTO. Predict which catalyst facilitates the given reaction. (1) Reactant: C[O:2][C:3]1[CH:8]=[CH:7][C:6]([N:9]2[C:13]3[CH:14]=[CH:15][CH:16]=[CH:17][C:12]=3[N:11]=[C:10]2[C:18]2[CH:22]=[CH:21][S:20][CH:19]=2)=[CH:5][CH:4]=1.B(Br)(Br)Br.CO.C([O-])(O)=O.[Na+]. Product: [S:20]1[CH:21]=[CH:22][C:18]([C:10]2[N:9]([C:6]3[CH:5]=[CH:4][C:3]([OH:2])=[CH:8][CH:7]=3)[C:13]3[CH:14]=[CH:15][CH:16]=[CH:17][C:12]=3[N:11]=2)=[CH:19]1. The catalyst class is: 2. (2) Reactant: [CH2:1]([NH:3][C:4]([NH:6][C:7]1[CH:12]=[CH:11][C:10]([C:13]2[N:14]=[C:15]([N:23]3[CH2:28][CH2:27][O:26][CH2:25][C@@H:24]3[CH3:29])[C:16]3[CH2:22][CH2:21][NH:20][CH2:19][C:17]=3[N:18]=2)=[CH:9][CH:8]=1)=[O:5])[CH3:2].[N:30]1[CH:35]=[CH:34][CH:33]=[C:32]([CH2:36]N2CCC(=O)CC2)[CH:31]=1.C(O[BH-](OC(=O)C)OC(=O)C)(=O)C.[Na+]. Product: [CH2:1]([NH:3][C:4]([NH:6][C:7]1[CH:8]=[CH:9][C:10]([C:13]2[N:14]=[C:15]([N:23]3[CH2:28][CH2:27][O:26][CH2:25][C@@H:24]3[CH3:29])[C:16]3[CH2:22][CH2:21][N:20]([CH2:36][C:32]4[CH:31]=[N:30][CH:35]=[CH:34][CH:33]=4)[CH2:19][C:17]=3[N:18]=2)=[CH:11][CH:12]=1)=[O:5])[CH3:2]. The catalyst class is: 6.